Dataset: Full USPTO retrosynthesis dataset with 1.9M reactions from patents (1976-2016). Task: Predict the reactants needed to synthesize the given product. (1) Given the product [CH2:1]([O:8][C:9]1[N:14]=[C:13]2[N:15]([C:21]3[CH:22]=[CH:23][CH:24]=[C:19]([F:18])[C:20]=3[C:26]([F:27])([F:29])[F:28])[CH:16]=[N:17][C:12]2=[CH:11][CH:10]=1)[C:2]1[CH:3]=[CH:4][CH:5]=[CH:6][CH:7]=1, predict the reactants needed to synthesize it. The reactants are: [CH2:1]([O:8][C:9]1[N:14]=[C:13]2[NH:15][CH:16]=[N:17][C:12]2=[CH:11][CH:10]=1)[C:2]1[CH:7]=[CH:6][CH:5]=[CH:4][CH:3]=1.[F:18][C:19]1[CH:24]=[CH:23][CH:22]=[C:21](F)[C:20]=1[C:26]([F:29])([F:28])[F:27].C([O-])([O-])=O.[Cs+].[Cs+]. (2) Given the product [Br:1][C:2]1[CH:3]=[N:4][N:5]([C:31]([CH3:38])([CH3:37])[C:32]([O:34][CH2:35][CH3:36])=[O:33])[CH:6]=1, predict the reactants needed to synthesize it. The reactants are: [Br:1][C:2]1[CH:3]=[N:4][N:5](CC2C=C(C=CC=2)C(OC)=O)[CH:6]=1.BrCC1C=C(C=CC=1)C(OC)=O.Br[C:31]([CH3:38])([CH3:37])[C:32]([O:34][CH2:35][CH3:36])=[O:33].